From a dataset of Reaction yield outcomes from USPTO patents with 853,638 reactions. Predict the reaction yield, written as a fraction of the theoretical maximum amount of product (1.0 means a 100% yield; for example, 0.34 means a 34% yield). (1) The reactants are Cl[CH2:2][C:3]1[CH:8]=[CH:7][C:6]([C:9]2[C:13]([NH:14][C:15](=[O:26])[O:16][C@@H:17]([C:19]3[CH:24]=[CH:23][CH:22]=[CH:21][C:20]=3[Br:25])[CH3:18])=[CH:12][O:11][N:10]=2)=[CH:5][CH:4]=1.[SH:27][CH2:28][CH2:29][C:30]([O:32][CH3:33])=[O:31]. No catalyst specified. The product is [Br:25][C:20]1[CH:21]=[CH:22][CH:23]=[CH:24][C:19]=1[C@H:17]([O:16][C:15]([NH:14][C:13]1[C:9]([C:6]2[CH:7]=[CH:8][C:3]([CH2:2][S:27][CH2:28][CH2:29][C:30]([O:32][CH3:33])=[O:31])=[CH:4][CH:5]=2)=[N:10][O:11][CH:12]=1)=[O:26])[CH3:18]. The yield is 0.830. (2) The reactants are Cl.[Sn](Cl)Cl.ClCCl.[N+:8]([C:11]1[CH:16]=[C:15]([C:17]([F:20])([F:19])[F:18])[CH:14]=[CH:13][C:12]=1[N:21]1[CH2:26][CH2:25][CH2:24][CH2:23][CH2:22]1)([O-])=O. The catalyst is O. The product is [N:21]1([C:12]2[CH:13]=[CH:14][C:15]([C:17]([F:18])([F:19])[F:20])=[CH:16][C:11]=2[NH2:8])[CH2:22][CH2:23][CH2:24][CH2:25][CH2:26]1. The yield is 0.830. (3) The reactants are [Br:1][C:2]1[CH:3]=[C:4]([OH:13])[CH:5]=[C:6]([CH:8]2[O:12][CH2:11][CH2:10][O:9]2)[CH:7]=1.C([O-])([O-])=O.[K+].[K+].[CH2:20](I)[CH3:21]. The catalyst is CN(C=O)C. The product is [Br:1][C:2]1[CH:7]=[C:6]([CH:8]2[O:9][CH2:10][CH2:11][O:12]2)[CH:5]=[C:4]([O:13][CH2:20][CH3:21])[CH:3]=1. The yield is 0.720. (4) The reactants are [N:1]([CH2:4][CH2:5][N:6]1[C:10]2[CH:11]=[CH:12][C:13]([C:15]([OH:17])=O)=[CH:14][C:9]=2[N:8]=[CH:7]1)=[N+:2]=[N-:3].C1C=CC2N(O)N=NC=2C=1.CCN(C(C)C)C(C)C.[CH:37]12[NH:44][CH:41]([CH2:42][CH2:43]1)[CH2:40][CH:39]([OH:45])[CH2:38]2.CCN=C=NCCCN(C)C.Cl. The catalyst is CN(C=O)C. The product is [N:1]([CH2:4][CH2:5][N:6]1[C:10]2[CH:11]=[CH:12][C:13]([C:15]([N:44]3[CH:37]4[CH2:43][CH2:42][CH:41]3[CH2:40][CH:39]([OH:45])[CH2:38]4)=[O:17])=[CH:14][C:9]=2[N:8]=[CH:7]1)=[N+:2]=[N-:3]. The yield is 0.980.